This data is from Catalyst prediction with 721,799 reactions and 888 catalyst types from USPTO. The task is: Predict which catalyst facilitates the given reaction. (1) Reactant: [Br:1][C:2]1[CH:3]=[CH:4][C:5]2[O:14][C:13]3[C:12](=[O:15])[NH:11][C:10]([C:16]4[CH:21]=[CH:20][C:19]([NH:22][C:23]([C:25]5[N:30]=[CH:29][C:28]([C:31](OC)=[O:32])=[CH:27][CH:26]=5)=[O:24])=[CH:18][C:17]=4[Cl:35])=[N:9][C:8]=3[C:6]=2[CH:7]=1.[H-].[H-].[H-].[H-].[Li+].[Al+3].C1COCC1. Product: [Br:1][C:2]1[CH:3]=[CH:4][C:5]2[O:14][C:13]3[C:12](=[O:15])[NH:11][C:10]([C:16]4[CH:21]=[CH:20][C:19]([NH:22][C:23]([C:25]5[CH:26]=[CH:27][C:28]([CH2:31][OH:32])=[CH:29][N:30]=5)=[O:24])=[CH:18][C:17]=4[Cl:35])=[N:9][C:8]=3[C:6]=2[CH:7]=1. The catalyst class is: 27. (2) Reactant: [F:1][C:2]1[CH:8]=[CH:7][C:5]([NH2:6])=[CH:4][C:3]=1[N+:9]([O-:11])=[O:10].[CH:12]1([C:18](Cl)=[O:19])[CH2:17][CH2:16][CH2:15][CH2:14][CH2:13]1.N1C=CC=CC=1.C(OCC)(=O)C. Product: [F:1][C:2]1[CH:8]=[CH:7][C:5]([NH:6][C:18]([CH:12]2[CH2:17][CH2:16][CH2:15][CH2:14][CH2:13]2)=[O:19])=[CH:4][C:3]=1[N+:9]([O-:11])=[O:10]. The catalyst class is: 1. (3) Reactant: C([Li])CCC.Br[C:7]1[CH:14]=[C:13]([CH3:15])[C:10]([C:11]#[N:12])=[C:9]([CH3:16])[CH:8]=1.[B:17](OC(C)C)([O:22]C(C)C)[O:18]C(C)C.Cl. Product: [C:11]([C:10]1[C:13]([CH3:15])=[CH:14][C:7]([B:17]([OH:22])[OH:18])=[CH:8][C:9]=1[CH3:16])#[N:12]. The catalyst class is: 7. (4) Reactant: [Br:1][C:2]1[CH:10]=[CH:9][C:5]([C:6]([OH:8])=O)=[C:4]([CH3:11])[CH:3]=1.[CH:12]1([NH2:15])[CH2:14][CH2:13]1.C(Cl)CCl. Product: [Br:1][C:2]1[CH:10]=[CH:9][C:5]([C:6]([NH:15][CH:12]2[CH2:14][CH2:13]2)=[O:8])=[C:4]([CH3:11])[CH:3]=1. The catalyst class is: 2. (5) Reactant: [CH3:1][O:2][C:3]1[CH:30]=[C:29]([O:31][CH3:32])[CH:28]=[CH:27][C:4]=1[CH2:5][N:6]1[C:9](=[O:10])[C@@H:8]([NH:11][C:12](=[O:21])[O:13][CH2:14][C:15]2[CH:20]=[CH:19][CH:18]=[CH:17][CH:16]=2)[C@H:7]1[CH2:22][NH:23][CH2:24][CH2:25][OH:26].C1N=CN([C:38](N2C=NC=C2)=[O:39])C=1. Product: [CH3:1][O:2][C:3]1[CH:30]=[C:29]([O:31][CH3:32])[CH:28]=[CH:27][C:4]=1[CH2:5][N:6]1[C@H:7]([CH2:22][N:23]2[CH2:24][CH2:25][O:26][C:38]2=[O:39])[C@H:8]([NH:11][C:12](=[O:21])[O:13][CH2:14][C:15]2[CH:16]=[CH:17][CH:18]=[CH:19][CH:20]=2)[C:9]1=[O:10]. The catalyst class is: 22. (6) Reactant: [CH:1]1([NH:4][C:5]2[N:10]3[N:11]=[CH:12][C:13]([CH:14]=O)=[C:9]3[N:8]=[C:7]([NH:16][C:17]3[CH:24]=[CH:23][C:20]([C:21]#[N:22])=[CH:19][CH:18]=3)[CH:6]=2)[CH2:3][CH2:2]1.[NH:25]1[CH2:31][C:29](=[O:30])[NH:28][C:26]1=[O:27].N1CCCCC1. Product: [CH:1]1([NH:4][C:5]2[N:10]3[N:11]=[CH:12][C:13](/[CH:14]=[C:31]4\[NH:25][C:26](=[O:27])[NH:28][C:29]\4=[O:30])=[C:9]3[N:8]=[C:7]([NH:16][C:17]3[CH:18]=[CH:19][C:20]([C:21]#[N:22])=[CH:23][CH:24]=3)[CH:6]=2)[CH2:2][CH2:3]1. The catalyst class is: 14.